The task is: Predict the reactants needed to synthesize the given product.. This data is from Retrosynthesis with 50K atom-mapped reactions and 10 reaction types from USPTO. (1) Given the product Cc1c(C=O)c2ccccc2n1-c1ccc(OCc2ccccc2)cc1, predict the reactants needed to synthesize it. The reactants are: CN(C)C=O.Cc1cc2ccccc2n1-c1ccc(OCc2ccccc2)cc1. (2) Given the product CCOC(=O)Nc1ccccc1OC(F)(F)F, predict the reactants needed to synthesize it. The reactants are: CCOC(=O)Cl.Nc1ccccc1OC(F)(F)F. (3) Given the product CCCS(=O)(=O)N(Cc1ccc(OC)cc1)c1ccc(F)c(NC(=O)c2csc3c(NC)ncnc23)c1F, predict the reactants needed to synthesize it. The reactants are: CCCS(=O)(=O)N(Cc1ccc(OC)cc1)c1ccc(F)c(NC(=O)c2csc3c(Cl)ncnc23)c1F.CN. (4) Given the product COc1nn2cc(-c3nc4c(OCc5cccc(-c6ccoc6)c5)cccc4o3)nc2s1, predict the reactants needed to synthesize it. The reactants are: COc1nn2cc(-c3nc4c(O)cccc4o3)nc2s1.OCc1cccc(-c2ccoc2)c1.